Dataset: CYP2C9 inhibition data for predicting drug metabolism from PubChem BioAssay. Task: Regression/Classification. Given a drug SMILES string, predict its absorption, distribution, metabolism, or excretion properties. Task type varies by dataset: regression for continuous measurements (e.g., permeability, clearance, half-life) or binary classification for categorical outcomes (e.g., BBB penetration, CYP inhibition). Dataset: cyp2c9_veith. (1) The drug is O=C(O)c1[nH]c2c([N+](=O)[O-])cc([N+](=O)[O-])cc2c1C(=O)O. The result is 1 (inhibitor). (2) The drug is Cc1ccc(C2=NN(S(C)(=O)=O)C(c3cccs3)C2)cc1. The result is 1 (inhibitor). (3) The compound is CN1C2C=C(N(CCc3c[nH]c4ccccc34)C(=O)c3ccc(Cl)cc3)CC1CC2.Cl. The result is 1 (inhibitor). (4) The molecule is CCN(c1ccccc1)S(=O)(=O)c1ccc(NC(=S)NC(=O)c2cccs2)cc1. The result is 1 (inhibitor). (5) The drug is Cc1oc(-c2cccc(Cl)c2)[n+]([O-])c1C.Cl. The result is 0 (non-inhibitor).